Dataset: Full USPTO retrosynthesis dataset with 1.9M reactions from patents (1976-2016). Task: Predict the reactants needed to synthesize the given product. Given the product [C:21]([O:5][C:4](=[O:6])[CH2:3][CH:2]([Br:1])[CH3:7])([CH3:24])([CH3:23])[CH3:22], predict the reactants needed to synthesize it. The reactants are: [Br:1][CH:2]([CH3:7])[CH2:3][C:4]([OH:6])=[O:5].FC(F)(F)C(OC(=O)C(F)(F)F)=O.[C:21](O)([CH3:24])([CH3:23])[CH3:22].